This data is from Forward reaction prediction with 1.9M reactions from USPTO patents (1976-2016). The task is: Predict the product of the given reaction. (1) Given the reactants [Cl:1][C:2]1[CH:3]=[C:4]2[C:8](=[C:9]([NH2:11])[CH:10]=1)[NH:7][C:6]([C:12]1[CH:17]=[CH:16][CH:15]=[CH:14][CH:13]=1)=[CH:5]2.C([N:25]1[CH2:30][CH2:29][C:28](=O)[CH2:27][CH2:26]1)(OC(C)(C)C)=O, predict the reaction product. The product is: [Cl:1][C:2]1[CH:3]=[C:4]2[C:8](=[C:9]([NH:11][CH:28]3[CH2:29][CH2:30][NH:25][CH2:26][CH2:27]3)[CH:10]=1)[NH:7][C:6]([C:12]1[CH:17]=[CH:16][CH:15]=[CH:14][CH:13]=1)=[CH:5]2. (2) Given the reactants [C:1]([CH:3]1[CH2:6][N:5]([C:7]([O:9][C:10]([CH3:13])([CH3:12])[CH3:11])=[O:8])[CH2:4]1)#[N:2].[Br:14][C:15]1[CH:20]=[CH:19][C:18]([CH2:21]Br)=[C:17]([I:23])[CH:16]=1.[Li+].C[Si]([N-][Si](C)(C)C)(C)C, predict the reaction product. The product is: [Br:14][C:15]1[CH:20]=[CH:19][C:18]([CH2:21][C:3]2([C:1]#[N:2])[CH2:6][N:5]([C:7]([O:9][C:10]([CH3:13])([CH3:12])[CH3:11])=[O:8])[CH2:4]2)=[C:17]([I:23])[CH:16]=1. (3) Given the reactants [F:1][C:2]1[CH:3]=[C:4]2[C:8](=[CH:9][CH:10]=1)[C:7](=O)[CH2:6][CH2:5]2.[CH3:12][Mg]Br, predict the reaction product. The product is: [F:1][C:2]1[CH:3]=[C:4]2[C:8](=[CH:9][CH:10]=1)[CH:7]([CH3:12])[CH:6]=[CH:5]2. (4) Given the reactants I[C:2]1[CH:10]=[C:9]([O:11][CH3:12])[C:8]([O:13][CH3:14])=[CH:7][C:3]=1[C:4]([OH:6])=[O:5].[F:15][C:16]([F:27])([F:26])[C:17]1[CH:22]=[CH:21][C:20](B(O)O)=[CH:19][CH:18]=1.C(=O)([O-])[O-].[Na+].[Na+].Cl, predict the reaction product. The product is: [CH3:14][O:13][C:8]1[CH:7]=[C:3]([C:4]([OH:6])=[O:5])[C:2]([C:20]2[CH:21]=[CH:22][C:17]([C:16]([F:27])([F:26])[F:15])=[CH:18][CH:19]=2)=[CH:10][C:9]=1[O:11][CH3:12].